Task: Predict which catalyst facilitates the given reaction.. Dataset: Catalyst prediction with 721,799 reactions and 888 catalyst types from USPTO (1) Reactant: Cl.[CH3:2][O:3][C:4](=[O:15])[CH2:5][O:6][C:7]1[CH:12]=[CH:11][C:10]([NH2:13])=[C:9]([F:14])[CH:8]=1.Cl[C:17](Cl)([O:19]C(=O)OC(Cl)(Cl)Cl)Cl.CCN(CC)CC. Product: [CH3:2][O:3][C:4](=[O:15])[CH2:5][O:6][C:7]1[CH:12]=[CH:11][C:10]([N:13]=[C:17]=[O:19])=[C:9]([F:14])[CH:8]=1. The catalyst class is: 2. (2) Reactant: [CH3:1][CH:2]([CH3:19])[CH:3]([NH:7][C:8]1[O:9][C:10]([C:13]2[CH:18]=[CH:17][CH:16]=[CH:15][CH:14]=2)=[N:11][N:12]=1)[C:4]([OH:6])=O.CCN=C=NCCCN(C)C.Cl.[Cl:32][C:33]1[CH:38]=[CH:37][C:36]([CH:39]2[CH2:44][CH2:43][NH:42][CH2:41][CH2:40]2)=[CH:35][CH:34]=1.C1C=CC2N(O)N=NC=2C=1.C(N(C(C)C)CC)(C)C. Product: [Cl:32][C:33]1[CH:38]=[CH:37][C:36]([CH:39]2[CH2:40][CH2:41][N:42]([C:4](=[O:6])[CH:3]([NH:7][C:8]3[O:9][C:10]([C:13]4[CH:18]=[CH:17][CH:16]=[CH:15][CH:14]=4)=[N:11][N:12]=3)[CH:2]([CH3:1])[CH3:19])[CH2:43][CH2:44]2)=[CH:35][CH:34]=1. The catalyst class is: 121. (3) Reactant: [Br:1][C:2]1[C:3]2[C:7]([C:8]([F:11])=[CH:9][CH:10]=1)=[N:6][N:5]1[C:12]([CH:17]3[CH2:22][CH2:21][N:20](C(OC(C)(C)C)=O)[CH2:19][CH2:18]3)=[CH:13][C:14](=[O:16])[NH:15][C:4]=21.[ClH:30]. Product: [ClH:30].[Br:1][C:2]1[C:3]2[C:7]([C:8]([F:11])=[CH:9][CH:10]=1)=[N:6][N:5]1[C:12]([CH:17]3[CH2:22][CH2:21][NH:20][CH2:19][CH2:18]3)=[CH:13][C:14](=[O:16])[NH:15][C:4]=21. The catalyst class is: 12.